This data is from Reaction yield outcomes from USPTO patents with 853,638 reactions. The task is: Predict the reaction yield, written as a fraction of the theoretical maximum amount of product (1.0 means a 100% yield; for example, 0.34 means a 34% yield). The reactants are [C:1]([O:5][C:6]([N:8]1[CH2:13][CH2:12][CH:11]([C:14]2[CH:19]=[CH:18][C:17]([NH2:20])=[CH:16][N:15]=2)[CH2:10][CH2:9]1)=[O:7])([CH3:4])([CH3:3])[CH3:2].[Br:21]N1C(=O)CCC1=O. The catalyst is C(Cl)Cl. The product is [C:1]([O:5][C:6]([N:8]1[CH2:9][CH2:10][CH:11]([C:14]2[CH:19]=[CH:18][C:17]([NH2:20])=[C:16]([Br:21])[N:15]=2)[CH2:12][CH2:13]1)=[O:7])([CH3:4])([CH3:2])[CH3:3]. The yield is 0.740.